This data is from Catalyst prediction with 721,799 reactions and 888 catalyst types from USPTO. The task is: Predict which catalyst facilitates the given reaction. (1) Reactant: [NH2:1][C:2]1[CH:3]=[C:4]([CH:21]=[CH:22][C:23]=1[CH3:24])[O:5][C:6]1[CH:7]=[CH:8][C:9]2[N:10]([CH:12]=[C:13]([NH:15][C:16]([CH:18]3[CH2:20][CH2:19]3)=[O:17])[N:14]=2)[N:11]=1.[Cl:25][C:26]1[CH:34]=[CH:33][C:29]([C:30](O)=[O:31])=[CH:28][C:27]=1[C:35]([F:38])([F:37])[F:36].Cl.CN(C)CCCN=C=NCC.ON1C2C=CC=CC=2N=N1. Product: [Cl:25][C:26]1[CH:34]=[CH:33][C:29]([C:30]([NH:1][C:2]2[CH:3]=[C:4]([O:5][C:6]3[CH:7]=[CH:8][C:9]4[N:10]([CH:12]=[C:13]([NH:15][C:16]([CH:18]5[CH2:20][CH2:19]5)=[O:17])[N:14]=4)[N:11]=3)[CH:21]=[CH:22][C:23]=2[CH3:24])=[O:31])=[CH:28][C:27]=1[C:35]([F:36])([F:37])[F:38]. The catalyst class is: 9. (2) Reactant: [C:1]([O:5][C:6](=[O:34])[CH2:7][C@H:8]([NH:12][S:13]([C:16]1[CH:21]=[CH:20][C:19]([NH:22][C:23](=[O:25])[CH3:24])=[CH:18][C:17]=1[O:26]CC1C=CC=CC=1)(=[O:15])=[O:14])[C:9]([NH2:11])=[O:10])([CH3:4])([CH3:3])[CH3:2]. Product: [C:1]([O:5][C:6](=[O:34])[CH2:7][C@H:8]([NH:12][S:13]([C:16]1[CH:21]=[CH:20][C:19]([NH:22][C:23](=[O:25])[CH3:24])=[CH:18][C:17]=1[OH:26])(=[O:15])=[O:14])[C:9]([NH2:11])=[O:10])([CH3:4])([CH3:2])[CH3:3]. The catalyst class is: 123.